This data is from Full USPTO retrosynthesis dataset with 1.9M reactions from patents (1976-2016). The task is: Predict the reactants needed to synthesize the given product. Given the product [Cl:1][C:2]1[N:7]=[C:6]([OH:15])[N:5]2[N:10]=[C:11]([CH2:13][CH3:14])[N:12]=[C:4]2[CH:3]=1, predict the reactants needed to synthesize it. The reactants are: [Cl:1][C:2]1[N:7]=[C:6](SC)[N:5]2[N:10]=[C:11]([CH2:13][CH3:14])[N:12]=[C:4]2[CH:3]=1.[OH-:15].[K+].